From a dataset of Full USPTO retrosynthesis dataset with 1.9M reactions from patents (1976-2016). Predict the reactants needed to synthesize the given product. (1) The reactants are: [C:1]([O:5][C:6]([N:8]1[CH:15]2[CH:11]([N:12]([C:19]([O:21][CH2:22][C:23]3[CH:28]=[CH:27][CH:26]=[CH:25][CH:24]=3)=[O:20])[CH2:13][CH:14]2[C:16]([OH:18])=O)[CH2:10][CH2:9]1)=[O:7])([CH3:4])([CH3:3])[CH3:2].CN(C(ON1N=NC2C=CC=NC1=2)=[N+](C)C)C.F[P-](F)(F)(F)(F)F.CCN(C(C)C)C(C)C.[NH2:62][C:63]1[CH:68]=[CH:67][CH:66]=[CH:65][CH:64]=1. Given the product [C:1]([O:5][C:6]([N:8]1[CH:15]2[CH:11]([N:12]([C:19]([O:21][CH2:22][C:23]3[CH:28]=[CH:27][CH:26]=[CH:25][CH:24]=3)=[O:20])[CH2:13][CH:14]2[C:16](=[O:18])[NH:62][C:63]2[CH:68]=[CH:67][CH:66]=[CH:65][CH:64]=2)[CH2:10][CH2:9]1)=[O:7])([CH3:3])([CH3:2])[CH3:4], predict the reactants needed to synthesize it. (2) Given the product [Br:33][C:31]1[CH:30]=[CH:29][C:26]2[S:27][CH:28]=[C:24]([CH2:23][N:8]3[C:9]4[C:14](=[CH:13][CH:12]=[C:11]([C:15]5[CH:20]=[C:19]([NH2:21])[CH:18]=[C:17]([NH2:22])[CH:16]=5)[CH:10]=4)[C:6]([CH2:5][C:4]([OH:34])=[O:3])=[CH:7]3)[C:25]=2[CH:32]=1, predict the reactants needed to synthesize it. The reactants are: C([O:3][C:4](=[O:34])[CH2:5][C:6]1[C:14]2[C:9](=[CH:10][C:11]([C:15]3[CH:20]=[C:19]([NH2:21])[CH:18]=[C:17]([NH2:22])[CH:16]=3)=[CH:12][CH:13]=2)[N:8]([CH2:23][C:24]2[C:25]3[CH:32]=[C:31]([Br:33])[CH:30]=[CH:29][C:26]=3[S:27][CH:28]=2)[CH:7]=1)C.[OH-].[Na+].